This data is from Reaction yield outcomes from USPTO patents with 853,638 reactions. The task is: Predict the reaction yield, written as a fraction of the theoretical maximum amount of product (1.0 means a 100% yield; for example, 0.34 means a 34% yield). (1) The reactants are [N:1]1([CH2:6][CH2:7][CH2:8][O:9][C:10]2[CH:44]=[CH:43][C:13]([CH2:14][CH2:15][C:16]3[CH:21]=[CH:20][C:19]([F:22])=[CH:18][C:17]=3[C:23]3[N:28]=[C:27]([N:29]4[C:33]([C:34]([F:37])([F:36])[F:35])=[C:32]([C:38]([O:40]CC)=[O:39])[CH:31]=[N:30]4)[CH:26]=[CH:25][CH:24]=3)=[C:12]([CH3:45])[CH:11]=2)[CH:5]=[CH:4][CH:3]=[N:2]1.[OH-].[Li+].C(O)(=O)CC(CC(O)=O)(C(O)=O)O. The catalyst is C(O)C.O. The product is [N:1]1([CH2:6][CH2:7][CH2:8][O:9][C:10]2[CH:44]=[CH:43][C:13]([CH2:14][CH2:15][C:16]3[CH:21]=[CH:20][C:19]([F:22])=[CH:18][C:17]=3[C:23]3[N:28]=[C:27]([N:29]4[C:33]([C:34]([F:37])([F:35])[F:36])=[C:32]([C:38]([OH:40])=[O:39])[CH:31]=[N:30]4)[CH:26]=[CH:25][CH:24]=3)=[C:12]([CH3:45])[CH:11]=2)[CH:5]=[CH:4][CH:3]=[N:2]1. The yield is 0.217. (2) The reactants are [CH2:1]([S:3]([C:6]1[CH:11]=[CH:10][C:9]([C:12]2[C:17]([O:18][CH3:19])=[CH:16][CH:15]=[C:14](B3OC(C)(C)C(C)(C)O3)[CH:13]=2)=[C:8]([O:29][CH3:30])[CH:7]=1)(=[O:5])=[O:4])[CH3:2].Cl[C:32]1[C:33]2[N:40]=[CH:39][N:38]([CH2:41][CH3:42])[C:34]=2[N:35]=[N:36][CH:37]=1. No catalyst specified. The product is [CH2:41]([N:38]1[C:34]2[N:35]=[N:36][CH:37]=[C:32]([C:14]3[CH:13]=[C:12]([C:9]4[CH:10]=[CH:11][C:6]([S:3]([CH2:1][CH3:2])(=[O:4])=[O:5])=[CH:7][C:8]=4[O:29][CH3:30])[C:17]([O:18][CH3:19])=[CH:16][CH:15]=3)[C:33]=2[N:40]=[CH:39]1)[CH3:42]. The yield is 0.130.